From a dataset of Catalyst prediction with 721,799 reactions and 888 catalyst types from USPTO. Predict which catalyst facilitates the given reaction. Reactant: [CH2:1]([O:8][C:9]1[C:14]([CH2:15][N:16]2[CH2:25][CH2:24][C:23]3[C:18](=[C:19]([Cl:30])[C:20]([CH:27]([OH:29])[CH3:28])=[CH:21][C:22]=3[Cl:26])[C:17]2=[O:31])=[C:13]([CH3:32])[CH:12]=[C:11]([CH3:33])[N:10]=1)[C:2]1[CH:7]=[CH:6][CH:5]=[CH:4][CH:3]=1.C(N(CC)CC)C.[CH3:41][S:42](Cl)(=[O:44])=[O:43]. Product: [CH3:41][S:42]([O:29][CH:27]([C:20]1[C:19]([Cl:30])=[C:18]2[C:23]([CH2:24][CH2:25][N:16]([CH2:15][C:14]3[C:9]([O:8][CH2:1][C:2]4[CH:7]=[CH:6][CH:5]=[CH:4][CH:3]=4)=[N:10][C:11]([CH3:33])=[CH:12][C:13]=3[CH3:32])[C:17]2=[O:31])=[C:22]([Cl:26])[CH:21]=1)[CH3:28])(=[O:44])=[O:43]. The catalyst class is: 4.